From a dataset of Forward reaction prediction with 1.9M reactions from USPTO patents (1976-2016). Predict the product of the given reaction. (1) Given the reactants [F:1][C:2]([F:30])([F:29])[C:3]([C:18]1[CH:19]=[C:20]([CH:26]=[CH:27][CH:28]=1)[O:21][CH2:22][CH2:23][CH2:24][OH:25])([O:8][CH2:9][C:10]1[CH:15]=[CH:14][C:13]([O:16][CH3:17])=[CH:12][CH:11]=1)[C:4]([F:7])([F:6])[F:5].[CH2:31]([O:33][C:34](=[O:44])[CH2:35][CH2:36][C:37]1[CH:42]=[CH:41][CH:40]=[C:39](O)[CH:38]=1)[CH3:32].C1(P(C2C=CC=CC=2)C2C=CC=CC=2)C=CC=CC=1.CC(OC(/N=N/C(OC(C)C)=O)=O)C, predict the reaction product. The product is: [CH2:31]([O:33][C:34](=[O:44])[CH2:35][CH2:36][C:37]1[CH:42]=[CH:41][CH:40]=[C:39]([O:25][CH2:24][CH2:23][CH2:22][O:21][C:20]2[CH:26]=[CH:27][CH:28]=[C:18]([C:3]([O:8][CH2:9][C:10]3[CH:11]=[CH:12][C:13]([O:16][CH3:17])=[CH:14][CH:15]=3)([C:4]([F:6])([F:5])[F:7])[C:2]([F:29])([F:30])[F:1])[CH:19]=2)[CH:38]=1)[CH3:32]. (2) Given the reactants [OH:1][CH2:2][CH2:3][C:4]1[CH:5]=[C:6]([N:10]2[CH2:14][CH2:13][NH:12][C:11]2=[O:15])[CH:7]=[CH:8][CH:9]=1.C(N(CC)CC)C.[CH3:23][S:24](Cl)(=[O:26])=[O:25].ClCCl, predict the reaction product. The product is: [CH3:23][S:24]([O:1][CH2:2][CH2:3][C:4]1[CH:9]=[CH:8][CH:7]=[C:6]([N:10]2[CH2:14][CH2:13][NH:12][C:11]2=[O:15])[CH:5]=1)(=[O:26])=[O:25]. (3) Given the reactants ClC(Cl)(O[C:5](=[O:11])OC(Cl)(Cl)Cl)Cl.[CH3:13][C:14]1[CH:19]=[C:18]([C:20]2[CH:21]=[CH:22][C:23]3[N:30]4[CH2:31][C@H:26]([CH2:27][CH2:28][CH2:29]4)[NH:25][C:24]=3[N:32]=2)[CH:17]=[CH:16][N:15]=1.C(N(CC)CC)C.[CH3:40][C:41]1[N:46]=[C:45]([NH2:47])[CH:44]=[N:43][CH:42]=1, predict the reaction product. The product is: [CH3:40][C:41]1[N:46]=[C:45]([NH:47][C:5]([N:25]2[C@@H:26]3[CH2:31][N:30]([CH2:29][CH2:28][CH2:27]3)[C:23]3[CH:22]=[CH:21][C:20]([C:18]4[CH:17]=[CH:16][N:15]=[C:14]([CH3:13])[CH:19]=4)=[N:32][C:24]2=3)=[O:11])[CH:44]=[N:43][CH:42]=1.